The task is: Predict the reactants needed to synthesize the given product.. This data is from Full USPTO retrosynthesis dataset with 1.9M reactions from patents (1976-2016). (1) Given the product [CH2:26]([O:25][C:23](=[O:24])[CH2:22][C:19]1[CH:20]=[CH:21][C:16]([O:15][CH2:14][C:13]([OH:29])=[O:12])=[C:17]([F:28])[CH:18]=1)[CH3:27], predict the reactants needed to synthesize it. The reactants are: FC(F)(F)C(O)=O.C([O:12][C:13](=[O:29])[CH2:14][O:15][C:16]1[CH:21]=[CH:20][C:19]([CH2:22][C:23]([O:25][CH2:26][CH3:27])=[O:24])=[CH:18][C:17]=1[F:28])(C)(C)C. (2) Given the product [CH3:15][O:16][C:17]1[CH:22]=[CH:21][C:20]([C@@H:23]([NH:25][C@@H:2]2[C:10]3[C:5](=[CH:6][C:7]([C:11]([O:13][CH3:14])=[O:12])=[CH:8][CH:9]=3)[CH2:4][CH2:3]2)[CH3:24])=[CH:19][CH:18]=1, predict the reactants needed to synthesize it. The reactants are: O=[C:2]1[C:10]2[C:5](=[CH:6][C:7]([C:11]([O:13][CH3:14])=[O:12])=[CH:8][CH:9]=2)[CH2:4][CH2:3]1.[CH3:15][O:16][C:17]1[CH:22]=[CH:21][C:20]([C@@H:23]([NH2:25])[CH3:24])=[CH:19][CH:18]=1.[BH4-].[Na+]. (3) Given the product [N:32]1[CH:33]=[CH:28][CH:29]=[CH:30][C:31]=1[O:34][C:23]1[CH:24]=[C:19]([CH:14]2[CH2:13][CH2:12][C:11]3[C:16](=[CH:17][CH:18]=[C:9]([O:8][C:5]4[N:6]=[CH:7][C:2]([NH2:1])=[CH:3][CH:4]=4)[CH:10]=3)[O:15]2)[CH:20]=[CH:21][CH:22]=1, predict the reactants needed to synthesize it. The reactants are: [NH2:1][C:2]1[CH:3]=[CH:4][C:5]([O:8][C:9]2[CH:10]=[C:11]3[C:16](=[CH:17][CH:18]=2)[O:15][CH:14]([C:19]2[CH:24]=[CH:23][CH:22]=[CH:21][CH:20]=2)[CH2:13][CH2:12]3)=[N:6][CH:7]=1.[N+]([C:28]1[CH:29]=[CH:30][C:31]([O:34]C2C=C3C(=CC=2)OC(C2C=CC=CC=2)CC3)=[N:32][CH:33]=1)([O-])=O. (4) Given the product [Cl:29][C:30]1[CH:35]=[CH:34][C:33]([O:1][C@H:2]([C:23]2[CH:24]=[CH:25][CH:26]=[CH:27][CH:28]=2)[CH2:3][CH2:4][N:5]2[CH2:10][CH2:9][CH:8]([C:11]3[CH:12]=[C:13]([NH:17][C:18](=[O:22])[CH:19]([CH3:21])[CH3:20])[CH:14]=[CH:15][CH:16]=3)[CH2:7][CH2:6]2)=[CH:32][CH:31]=1, predict the reactants needed to synthesize it. The reactants are: [OH:1][C@@H:2]([C:23]1[CH:28]=[CH:27][CH:26]=[CH:25][CH:24]=1)[CH2:3][CH2:4][N:5]1[CH2:10][CH2:9][CH:8]([C:11]2[CH:12]=[C:13]([NH:17][C:18](=[O:22])[CH:19]([CH3:21])[CH3:20])[CH:14]=[CH:15][CH:16]=2)[CH2:7][CH2:6]1.[Cl:29][C:30]1[CH:35]=[CH:34][C:33](O)=[CH:32][CH:31]=1.C1(P(C2C=CC=CC=2)C2C=CC=CC=2)C=CC=CC=1.N(C(OCC)=O)=NC(OCC)=O.N. (5) The reactants are: [Br:1][C:2]1[C:7]([O:8]C)=[C:6]([NH:10][C:11](=[O:16])[C:12]([CH3:15])([CH3:14])[CH3:13])[C:5]([C:17]#[N:18])=[C:4]([CH3:19])[C:3]=1[C:20]1[CH:25]=[CH:24][CH:23]=[C:22]([N+:26]([O-:28])=[O:27])[CH:21]=1.BrB(Br)Br.C(=O)([O-])[O-].[Na+].[Na+]. Given the product [Br:1][C:2]1[C:7]([OH:8])=[C:6]([NH:10][C:11](=[O:16])[C:12]([CH3:15])([CH3:13])[CH3:14])[C:5]([C:17]#[N:18])=[C:4]([CH3:19])[C:3]=1[C:20]1[CH:25]=[CH:24][CH:23]=[C:22]([N+:26]([O-:28])=[O:27])[CH:21]=1, predict the reactants needed to synthesize it. (6) Given the product [F:22][C:19]1[CH:18]=[CH:17][C:16]([CH2:15][NH:14][C:12]([C:11]2[CH:23]=[CH:24][NH:25][C:9](=[O:8])[C:10]=2[O:26][CH2:27][O:28][CH3:29])=[O:13])=[CH:21][CH:20]=1, predict the reactants needed to synthesize it. The reactants are: C([O:8][C:9]1[C:10]([O:26][CH2:27][O:28][CH3:29])=[C:11]([CH:23]=[CH:24][N:25]=1)[C:12]([NH:14][CH2:15][C:16]1[CH:21]=[CH:20][C:19]([F:22])=[CH:18][CH:17]=1)=[O:13])C1C=CC=CC=1.